Dataset: Forward reaction prediction with 1.9M reactions from USPTO patents (1976-2016). Task: Predict the product of the given reaction. (1) Given the reactants [Br:1][C:2]1[CH:14]=[CH:13][C:12]2[C:11]3[C:6](=[CH:7][C:8]([Br:15])=[CH:9][CH:10]=3)C[C:4]=2[CH:3]=1.[OH-].[Na+].O1CCCCC1[O:24][CH:25]1[CH2:30][CH2:29][CH2:28][CH2:27][O:26]1.BrCCO, predict the reaction product. The product is: [Br:1][C:2]1[CH:3]=[CH:4][C:12]2[C:11]3[C:6](=[CH:7][C:8]([Br:15])=[CH:9][CH:10]=3)[C:29]([CH2:30][CH2:25][OH:24])([CH2:28][CH2:27][OH:26])[C:13]=2[CH:14]=1. (2) Given the reactants [CH3:1][C:2]1[C:11]2[NH:10][C:9](=[O:12])[O:8][C:7](=[O:13])[C:6]=2[CH:5]=[CH:4][CH:3]=1.[Br:14]Br.C(=O)(O)[O-].[Na+], predict the reaction product. The product is: [Br:14][C:4]1[CH:3]=[C:2]([CH3:1])[C:11]2[NH:10][C:9](=[O:12])[O:8][C:7](=[O:13])[C:6]=2[CH:5]=1. (3) Given the reactants [N:1]([CH2:4][C@H:5]1[O:9][C:8](=[O:10])[N:7]([C:11]2[CH:16]=[C:15]([F:17])[C:14]([C:18]3[CH2:19][CH2:20][S:21](=[O:25])(=[O:24])[CH2:22][CH:23]=3)=[C:13]([F:26])[CH:12]=2)[CH2:6]1)=[N+]=[N-].C1(P(C2C=CC=CC=2)C2C=CC=CC=2)C=CC=CC=1, predict the reaction product. The product is: [O:25]=[S:21]1(=[O:24])[CH2:20][CH:19]=[C:18]([C:14]2[C:15]([F:17])=[CH:16][C:11]([N:7]3[CH2:6][C@H:5]([CH2:4][NH2:1])[O:9][C:8]3=[O:10])=[CH:12][C:13]=2[F:26])[CH2:23][CH2:22]1. (4) Given the reactants C(=O)([O-])[O-].[K+].[K+].Cl.[S:8]1[CH:12]=[CH:11][C:10]2[C:13]([N:17]3[CH2:22][CH2:21][NH:20][CH2:19][CH2:18]3)=[CH:14][CH:15]=[CH:16][C:9]1=2.[Cl:23][CH2:24][CH2:25][CH2:26][CH2:27][O:28][C:29]1[CH:38]=[C:37]2[C:32]([CH:33]=[CH:34][C:35](=[O:39])[NH:36]2)=[CH:31][CH:30]=1.Cl, predict the reaction product. The product is: [ClH:23].[S:8]1[CH:12]=[CH:11][C:10]2[C:13]([N:17]3[CH2:22][CH2:21][N:20]([CH2:24][CH2:25][CH2:26][CH2:27][O:28][C:29]4[CH:38]=[C:37]5[C:32]([CH:33]=[CH:34][C:35](=[O:39])[NH:36]5)=[CH:31][CH:30]=4)[CH2:19][CH2:18]3)=[CH:14][CH:15]=[CH:16][C:9]1=2. (5) Given the reactants OCC1C=CC(B(O)O)=CC=1.Cl[C:13]1[N:20]=[CH:19][CH:18]=[CH:17][C:14]=1[C:15]#[N:16].CC1(C)C(C)(C)OB([C:29]2[CH:34]=[CH:33][C:32]([OH:35])=[CH:31][CH:30]=2)O1, predict the reaction product. The product is: [OH:35][C:32]1[CH:33]=[CH:34][C:29]([C:13]2[N:20]=[CH:19][CH:18]=[CH:17][C:14]=2[C:15]#[N:16])=[CH:30][CH:31]=1. (6) Given the reactants [Br:1][C:2]1[CH:3]=[CH:4][C:5]2[C:11]3[S:12][C:13]([C:15]([NH:17][C:18]4[CH:23]=[CH:22][CH:21]=[CH:20][C:19]=4[Cl:24])=O)=[CH:14][C:10]=3[CH2:9][CH2:8][O:7][C:6]=2[CH:25]=1.COC1C=CC(P2(SP(C3C=CC(OC)=CC=3)(=S)S2)=[S:35])=CC=1, predict the reaction product. The product is: [Br:1][C:2]1[CH:3]=[CH:4][C:5]2[C:11]3[S:12][C:13]([C:15](=[S:35])[NH:17][C:18]4[CH:23]=[CH:22][CH:21]=[CH:20][C:19]=4[Cl:24])=[CH:14][C:10]=3[CH2:9][CH2:8][O:7][C:6]=2[CH:25]=1.